Dataset: Forward reaction prediction with 1.9M reactions from USPTO patents (1976-2016). Task: Predict the product of the given reaction. Given the reactants C([N:4]1[C:12]2[C:7](=[CH:8][CH:9]=[C:10]([N:13]3[CH:18]=[CH:17][C:16]([CH3:19])=[C:15]([C:20]#[C:21][C:22]4[CH:23]=[N:24][C:25]([NH2:28])=[N:26][CH:27]=4)[C:14]3=[O:29])[CH:11]=2)[C:6]([CH3:31])([CH3:30])[CH2:5]1)(=O)C.CC(C)([O-])C.[Na+], predict the reaction product. The product is: [NH2:28][C:25]1[N:24]=[CH:23][C:22]([C:21]#[C:20][C:15]2[C:14](=[O:29])[N:13]([C:10]3[CH:11]=[C:12]4[C:7]([C:6]([CH3:31])([CH3:30])[CH2:5][NH:4]4)=[CH:8][CH:9]=3)[CH:18]=[CH:17][C:16]=2[CH3:19])=[CH:27][N:26]=1.